From a dataset of Ames mutagenicity test results for genotoxicity prediction. Regression/Classification. Given a drug SMILES string, predict its toxicity properties. Task type varies by dataset: regression for continuous values (e.g., LD50, hERG inhibition percentage) or binary classification for toxic/non-toxic outcomes (e.g., AMES mutagenicity, cardiotoxicity, hepatotoxicity). Dataset: ames. (1) The compound is N#Cc1cc(I)c(O)c([N+](=O)[O-])c1. The result is 0 (non-mutagenic). (2) The drug is CCC[C@](C)(COC(N)=O)COC(=O)NC(C)C. The result is 0 (non-mutagenic). (3) The drug is O=C(Cl)c1ccc([N+](=O)[O-])cc1. The result is 1 (mutagenic). (4) The compound is NCCNCCN. The result is 0 (non-mutagenic).